From a dataset of Catalyst prediction with 721,799 reactions and 888 catalyst types from USPTO. Predict which catalyst facilitates the given reaction. (1) Reactant: [OH:1][C:2]1[C:3]2[CH:14]=[CH:13][CH:12]=[CH:11][C:4]=2[S:5][C:6]=1[C:7]([O:9][CH3:10])=[O:8].CI.[C:17](=O)([O-])[O-].[K+].[K+].CN(C)C=O. Product: [CH3:17][O:1][C:2]1[C:3]2[CH:14]=[CH:13][CH:12]=[CH:11][C:4]=2[S:5][C:6]=1[C:7]([O:9][CH3:10])=[O:8]. The catalyst class is: 310. (2) Reactant: C1C(=O)N([I:8])C(=O)C1.[C:9]1([C:28]2[CH:33]=[CH:32][CH:31]=[CH:30][CH:29]=2)[CH:14]=[CH:13][C:12]([CH2:15][NH:16][C:17]2[CH:22]=[C:21]([F:23])[CH:20]=[C:19]([F:24])[C:18]=2[N+:25]([O-:27])=[O:26])=[CH:11][CH:10]=1. Product: [C:9]1([C:28]2[CH:29]=[CH:30][CH:31]=[CH:32][CH:33]=2)[CH:10]=[CH:11][C:12]([CH2:15][NH:16][C:17]2[CH:22]=[C:21]([F:23])[C:20]([I:8])=[C:19]([F:24])[C:18]=2[N+:25]([O-:27])=[O:26])=[CH:13][CH:14]=1. The catalyst class is: 52. (3) Reactant: [Cl:1][C:2]1[CH:3]=[CH:4][C:5]2[NH:11][C:10](=O)[CH:9]([CH2:13][C:14]3[O:15][C:16]([CH2:19][CH2:20][C:21]([O:23][CH3:24])=[O:22])=[CH:17][N:18]=3)[CH2:8][CH:7]([C:25]3[CH:30]=[CH:29][CH:28]=[C:27]([O:31][CH3:32])[C:26]=3[O:33][CH3:34])[C:6]=2[CH:35]=1.COC1C=CC(P2(SP(C3C=CC(OC)=CC=3)(=S)S2)=[S:45])=CC=1. Product: [Cl:1][C:2]1[CH:3]=[CH:4][C:5]2[NH:11][C:10](=[S:45])[CH:9]([CH2:13][C:14]3[O:15][C:16]([CH2:19][CH2:20][C:21]([O:23][CH3:24])=[O:22])=[CH:17][N:18]=3)[CH2:8][CH:7]([C:25]3[CH:30]=[CH:29][CH:28]=[C:27]([O:31][CH3:32])[C:26]=3[O:33][CH3:34])[C:6]=2[CH:35]=1. The catalyst class is: 11. (4) Reactant: [CH2:1]([O:3][C:4]([C:6]1[C:7]([OH:26])=[C:8]2[C:14](Br)=[C:13](Br)[N:12]([CH2:17][C:18]3[CH:23]=[CH:22][CH:21]=[CH:20][C:19]=3[O:24][CH3:25])[C:9]2=[CH:10][N:11]=1)=[O:5])[CH3:2].C([O-])=O.[NH4+]. Product: [CH2:1]([O:3][C:4]([C:6]1[C:7]([OH:26])=[C:8]2[CH:14]=[CH:13][N:12]([CH2:17][C:18]3[CH:23]=[CH:22][CH:21]=[CH:20][C:19]=3[O:24][CH3:25])[C:9]2=[CH:10][N:11]=1)=[O:5])[CH3:2]. The catalyst class is: 45. (5) Reactant: [C:1]([O:5][C:6](=[O:13])[NH:7][C@H:8]1[CH2:12][CH2:11][NH:10][CH2:9]1)([CH3:4])([CH3:3])[CH3:2].[C:14]1([CH:20]([C:25]2[CH:30]=[CH:29][CH:28]=[CH:27][CH:26]=2)[CH2:21][C:22](O)=[O:23])[CH:19]=[CH:18][CH:17]=[CH:16][CH:15]=1.C1C=CC2N(O)N=NC=2C=1.C(Cl)CCl. Product: [C:1]([O:5][C:6](=[O:13])[NH:7][C@H:8]1[CH2:12][CH2:11][N:10]([C:22](=[O:23])[CH2:21][CH:20]([C:14]2[CH:19]=[CH:18][CH:17]=[CH:16][CH:15]=2)[C:25]2[CH:30]=[CH:29][CH:28]=[CH:27][CH:26]=2)[CH2:9]1)([CH3:4])([CH3:2])[CH3:3]. The catalyst class is: 79.